From a dataset of Forward reaction prediction with 1.9M reactions from USPTO patents (1976-2016). Predict the product of the given reaction. (1) Given the reactants [F:1][C:2]1[CH:7]=[C:6]([F:8])[CH:5]=[CH:4][C:3]=1[NH:9][C:10](=[O:35])[N:11]([CH2:19][CH2:20][C:21]1[CH:22]=[C:23]([CH:32]=[CH:33][CH:34]=1)[O:24][C:25]([CH3:31])([CH2:29][CH3:30])[C:26]([OH:28])=[O:27])[CH2:12][CH2:13][CH2:14][CH2:15][CH2:16][CH2:17][CH3:18].Cl.CN(C)CCCN=C=NCC.[CH3:48][C@@H:49]([C:51]1[CH:60]=[CH:59][C:58]2[C:53](=[CH:54][CH:55]=[CH:56][CH:57]=2)[CH:52]=1)O, predict the reaction product. The product is: [CH:52]1[C:53]2[C:58](=[CH:57][CH:56]=[CH:55][CH:54]=2)[CH:59]=[CH:60][C:51]=1[CH:49]([O:27][C:26](=[O:28])[C:25]([O:24][C:23]1[CH:32]=[CH:33][CH:34]=[C:21]([CH2:20][CH2:19][N:11]([CH2:12][CH2:13][CH2:14][CH2:15][CH2:16][CH2:17][CH3:18])[C:10]([NH:9][C:3]2[CH:4]=[CH:5][C:6]([F:8])=[CH:7][C:2]=2[F:1])=[O:35])[CH:22]=1)([CH3:31])[CH2:29][CH3:30])[CH3:48]. (2) The product is: [Ca+2:34].[P:3]([O-:32])([O-:31])([O:5][CH2:6][N:7]1[C:16]2[C:11](=[C:12]([F:21])[CH:13]=[CH:14][C:15]=2[O:17][CH2:18][CH2:19][CH3:20])[C:10](=[O:22])[C:9]([C:23]2[CH:24]=[CH:25][C:26]([O:29][CH3:30])=[CH:27][CH:28]=2)=[CH:8]1)=[O:4]. Given the reactants [Na+].[Na+].[P:3]([O-:32])([O-:31])([O:5][CH2:6][N:7]1[C:16]2[C:11](=[C:12]([F:21])[CH:13]=[CH:14][C:15]=2[O:17][CH2:18][CH2:19][CH3:20])[C:10](=[O:22])[C:9]([C:23]2[CH:28]=[CH:27][C:26]([O:29][CH3:30])=[CH:25][CH:24]=2)=[CH:8]1)=[O:4].[Cl-].[Ca+2:34].[Cl-], predict the reaction product. (3) Given the reactants [CH2:1]([O:3][C:4](=[O:14])[CH2:5][S:6][C:7]1[CH:12]=[CH:11][C:10]([OH:13])=[CH:9][CH:8]=1)[CH3:2].C([O-])([O-])=O.[K+].[K+].Br[CH2:22][CH2:23][CH:24]([CH3:26])[CH3:25], predict the reaction product. The product is: [CH2:1]([O:3][C:4](=[O:14])[CH2:5][S:6][C:7]1[CH:12]=[CH:11][C:10]([O:13][CH2:22][CH2:23][CH:24]([CH3:26])[CH3:25])=[CH:9][CH:8]=1)[CH3:2]. (4) Given the reactants [CH:1]([O:3][C:4]1[CH:5]=[C:6]([CH:11]=[CH:12][CH:13]=1)[C:7]([O:9][CH3:10])=[O:8])=[CH2:2].I[CH2:15]Cl.C([Zn]CC)C, predict the reaction product. The product is: [CH:1]1([O:3][C:4]2[CH:5]=[C:6]([CH:11]=[CH:12][CH:13]=2)[C:7]([O:9][CH3:10])=[O:8])[CH2:15][CH2:2]1. (5) The product is: [CH2:11]([O:13][C:14](=[O:17])[CH2:15][NH:16][C:2]1[C:7]([C:8]#[N:9])=[CH:6][CH:5]=[CH:4][N:3]=1)[CH3:12]. Given the reactants Cl[C:2]1[C:7]([C:8]#[N:9])=[CH:6][CH:5]=[CH:4][N:3]=1.Cl.[CH2:11]([O:13][C:14](=[O:17])[CH2:15][NH2:16])[CH3:12].C(=O)([O-])[O-].[Na+].[Na+].[F-].[K+], predict the reaction product. (6) Given the reactants [O:1]1[C:5]2[CH:6]=[CH:7][C:8](B(O)O)=[CH:9][C:4]=2[O:3][CH2:2]1.C(=O)([O-])[O-].[Na+].[Na+].Br[C:20]1[S:21][C:22]2[C:28]([N+:29]([O-:31])=[O:30])=[C:27]([O:32][CH3:33])[CH:26]=[CH:25][C:23]=2[N:24]=1, predict the reaction product. The product is: [O:1]1[C:5]2[CH:6]=[CH:7][C:8]([C:20]3[S:21][C:22]4[C:28]([N+:29]([O-:31])=[O:30])=[C:27]([O:32][CH3:33])[CH:26]=[CH:25][C:23]=4[N:24]=3)=[CH:9][C:4]=2[O:3][CH2:2]1. (7) Given the reactants [CH2:1]([N:8]1[CH2:19][CH2:18][C:11]2[N:12]=[C:13]([Cl:17])[N:14]=[C:15](Cl)[C:10]=2[CH2:9]1)[C:2]1[CH:7]=[CH:6][CH:5]=[CH:4][CH:3]=1.FC(F)(F)C(O)=O.[CH3:27][C@H:28]1[NH:33][CH2:32][CH2:31][N:30]([C:34](=[O:36])[CH3:35])[CH2:29]1.CCN(C(C)C)C(C)C, predict the reaction product. The product is: [CH2:1]([N:8]1[CH2:19][CH2:18][C:11]2[N:12]=[C:13]([Cl:17])[N:14]=[C:15]([N:33]3[CH2:32][CH2:31][N:30]([C:34](=[O:36])[CH3:35])[CH2:29][C@H:28]3[CH3:27])[C:10]=2[CH2:9]1)[C:2]1[CH:7]=[CH:6][CH:5]=[CH:4][CH:3]=1.